This data is from Forward reaction prediction with 1.9M reactions from USPTO patents (1976-2016). The task is: Predict the product of the given reaction. (1) Given the reactants [Cl-].[Al+3].[Cl-].[Cl-].[Cl:5][C:6]1[CH:14]=[C:13]([Cl:15])[CH:12]=[CH:11][C:7]=1[C:8](Cl)=[O:9].[CH3:16][O:17][C:18]([C:20]1[CH:29]=[CH:28][C:23]2[O:24][C:25]([CH3:27])=[CH:26][C:22]=2[CH:21]=1)=[O:19], predict the reaction product. The product is: [Cl:5][C:6]1[CH:14]=[C:13]([Cl:15])[CH:12]=[CH:11][C:7]=1[C:8]([C:26]1[C:22]2[CH:21]=[C:20]([C:18]([O:17][CH3:16])=[O:19])[CH:29]=[CH:28][C:23]=2[O:24][C:25]=1[CH3:27])=[O:9]. (2) Given the reactants C(O[C:4]([C:6]1[C:7]2[S:14][CH:13]=[C:12]([CH2:15][O:16][C:17]3[CH:22]=[CH:21][CH:20]=[C:19]([NH:23][C:24](=[O:33])[C:25]4[CH:30]=[CH:29][CH:28]=[C:27]([O:31][CH3:32])[CH:26]=4)[CH:18]=3)[C:8]=2[CH:9]=[N:10][CH:11]=1)=[O:5])C.[CH2:34]([CH2:36][NH2:37])[OH:35], predict the reaction product. The product is: [OH:35][CH2:34][CH2:36][NH:37][C:4]([C:6]1[C:7]2[S:14][CH:13]=[C:12]([CH2:15][O:16][C:17]3[CH:22]=[CH:21][CH:20]=[C:19]([NH:23][C:24](=[O:33])[C:25]4[CH:30]=[CH:29][CH:28]=[C:27]([O:31][CH3:32])[CH:26]=4)[CH:18]=3)[C:8]=2[CH:9]=[N:10][CH:11]=1)=[O:5].